Dataset: Peptide-MHC class I binding affinity with 185,985 pairs from IEDB/IMGT. Task: Regression. Given a peptide amino acid sequence and an MHC pseudo amino acid sequence, predict their binding affinity value. This is MHC class I binding data. (1) The peptide sequence is KTLCDMIKG. The MHC is HLA-A02:01 with pseudo-sequence HLA-A02:01. The binding affinity (normalized) is 0. (2) The peptide sequence is LYNTVATLY. The MHC is HLA-B15:09 with pseudo-sequence HLA-B15:09. The binding affinity (normalized) is 0.0847. (3) The peptide sequence is FLYIIKLVFL. The MHC is HLA-A02:01 with pseudo-sequence HLA-A02:01. The binding affinity (normalized) is 0.730. (4) The peptide sequence is SRQRQAIPY. The MHC is HLA-A26:02 with pseudo-sequence HLA-A26:02. The binding affinity (normalized) is 0.0847. (5) The binding affinity (normalized) is 0. The peptide sequence is LWLTDNTHI. The MHC is HLA-A02:03 with pseudo-sequence HLA-A02:03.